This data is from Full USPTO retrosynthesis dataset with 1.9M reactions from patents (1976-2016). The task is: Predict the reactants needed to synthesize the given product. Given the product [CH2:16]([N:23]1[C:8]([C:5]2[CH:6]=[CH:7][C:2]([F:1])=[CH:3][CH:4]=2)=[CH:9][C:10]([CH3:11])=[N:24]1)[C:17]1[CH:22]=[CH:21][CH:20]=[CH:19][CH:18]=1, predict the reactants needed to synthesize it. The reactants are: [F:1][C:2]1[CH:7]=[CH:6][C:5]([C:8](=O)[CH2:9][C:10](=O)[CH3:11])=[CH:4][CH:3]=1.Cl.Cl.[CH2:16]([NH:23][NH2:24])[C:17]1[CH:22]=[CH:21][CH:20]=[CH:19][CH:18]=1.C(N(CC)CC)C.FC(F)(F)C(O)=O.